From a dataset of Forward reaction prediction with 1.9M reactions from USPTO patents (1976-2016). Predict the product of the given reaction. (1) Given the reactants [Cl:1][C:2]1[N:3]=[C:4]2[NH:12][C@H:11]([C:13]([F:16])([F:15])[F:14])[CH2:10][CH2:9][N:5]2[C:6](=[O:8])[CH:7]=1.C(=O)([O-])[O-].[Cs+].[Cs+].Br[CH2:24][C:25](=[O:29])[CH:26]([CH3:28])[CH3:27], predict the reaction product. The product is: [Cl:1][C:2]1[N:3]=[C:4]2[N:12]([CH2:24][C:25](=[O:29])[CH:26]([CH3:28])[CH3:27])[C@H:11]([C:13]([F:14])([F:15])[F:16])[CH2:10][CH2:9][N:5]2[C:6](=[O:8])[CH:7]=1. (2) Given the reactants [Cl:1][C:2]1[N:7]=[CH:6][N:5]=[C:4]([NH2:8])[CH:3]=1.[C:9](O[C:9]([O:11][C:12]([CH3:15])([CH3:14])[CH3:13])=[O:10])([O:11][C:12]([CH3:15])([CH3:14])[CH3:13])=[O:10], predict the reaction product. The product is: [C:12]([O:11][C:9]([N:8]([C:9]([O:11][C:12]([CH3:15])([CH3:14])[CH3:13])=[O:10])[C:4]1[N:5]=[CH:6][N:7]=[C:2]([Cl:1])[CH:3]=1)=[O:10])([CH3:15])([CH3:14])[CH3:13]. (3) The product is: [C:1]([C:5]1[N:6]=[C:7]([NH:10][S:18]([C:14]2[CH:15]=[CH:16][CH:17]=[C:12]([Cl:11])[C:13]=2[CH3:22])(=[O:19])=[O:20])[S:8][CH:9]=1)([CH3:4])([CH3:3])[CH3:2]. Given the reactants [C:1]([C:5]1[N:6]=[C:7]([NH2:10])[S:8][CH:9]=1)([CH3:4])([CH3:3])[CH3:2].[Cl:11][C:12]1[C:13]([CH3:22])=[C:14]([S:18](Cl)(=[O:20])=[O:19])[CH:15]=[CH:16][CH:17]=1, predict the reaction product. (4) Given the reactants [Br:1][C:2]1[CH:3]=[C:4]([Cl:11])[C:5]([OH:10])=[C:6]([CH:9]=1)[CH:7]=O.ClC1C=C(I)C=C2C=1O[CH:20]([C:23]([F:26])([F:25])[F:24])[C:19]([C:27]([O:29][CH2:30][CH3:31])=[O:28])=C2, predict the reaction product. The product is: [Br:1][C:2]1[CH:9]=[C:6]2[C:5](=[C:4]([Cl:11])[CH:3]=1)[O:10][CH:20]([C:23]([F:24])([F:26])[F:25])[C:19]([C:27]([O:29][CH2:30][CH3:31])=[O:28])=[CH:7]2. (5) Given the reactants C[Si]([N-][Si](C)(C)C)(C)C.[K+].[CH3:11][O:12][C:13]([CH:15]1[CH2:20][CH2:19][N:18]([C:21]([O:23][C:24]([CH3:27])([CH3:26])[CH3:25])=[O:22])[CH2:17][CH2:16]1)=[O:14].Br[CH2:29][CH2:30][O:31][Si:32]([C:35]([CH3:38])([CH3:37])[CH3:36])([CH3:34])[CH3:33].C(=O)(O)[O-].[Na+], predict the reaction product. The product is: [CH3:11][O:12][C:13]([C:15]1([CH2:29][CH2:30][O:31][Si:32]([C:35]([CH3:38])([CH3:37])[CH3:36])([CH3:34])[CH3:33])[CH2:16][CH2:17][N:18]([C:21]([O:23][C:24]([CH3:27])([CH3:26])[CH3:25])=[O:22])[CH2:19][CH2:20]1)=[O:14]. (6) The product is: [Cl:1][C:2]1[CH:7]=[CH:6][C:5]([C:8]2[CH:13]=[C:12]([CH:14]3[CH2:16][CH2:15]3)[N:11]3[N:17]=[CH:18][C:19]([C:22]#[C:21][C:23]4[CH:28]=[CH:27][C:26]([C:29]([OH:32])([CH3:30])[CH3:31])=[CH:25][CH:24]=4)=[C:10]3[N:9]=2)=[CH:4][CH:3]=1. Given the reactants [Cl:1][C:2]1[CH:7]=[CH:6][C:5]([C:8]2[CH:13]=[C:12]([CH:14]3[CH2:16][CH2:15]3)[N:11]3[N:17]=[CH:18][C:19](I)=[C:10]3[N:9]=2)=[CH:4][CH:3]=1.[C:21]([C:23]1[CH:28]=[CH:27][C:26]([C:29]([OH:32])([CH3:31])[CH3:30])=[CH:25][CH:24]=1)#[CH:22], predict the reaction product. (7) Given the reactants [Cl:1][C:2]1[CH:7]=[CH:6][C:5]([CH2:8][C:9]([C:11]2[CH:12]=[N:13][CH:14]=[CH:15][C:16]=2[C:17](OC)=O)=O)=[CH:4][CH:3]=1.O.[NH2:22][NH2:23], predict the reaction product. The product is: [Cl:1][C:2]1[CH:7]=[CH:6][C:5]([CH2:8][C:9]2[N:22]=[N:23][CH:17]=[C:16]3[CH:15]=[CH:14][N:13]=[CH:12][C:11]=23)=[CH:4][CH:3]=1. (8) Given the reactants [OH:1][C@@H:2]([CH2:20][N:21]1[CH2:26][CH2:25][CH:24]([C:27]2[CH:36]=[CH:35][C:34]3[C:29](=[CH:30][CH:31]=[CH:32][CH:33]=3)[CH:28]=2)[CH2:23][CH2:22]1)[CH2:3][O:4][C:5]1[C:13]2[CH:12]=[C:11]([C:14]([N:16]([O:18][CH3:19])[CH3:17])=[O:15])[O:10][C:9]=2[CH:8]=[CH:7][CH:6]=1.[C:37](OC(=O)C)(=[O:39])[CH3:38], predict the reaction product. The product is: [C:37]([O:1][C@@H:2]([CH2:20][N:21]1[CH2:26][CH2:25][CH:24]([C:27]2[CH:36]=[CH:35][C:34]3[C:29](=[CH:30][CH:31]=[CH:32][CH:33]=3)[CH:28]=2)[CH2:23][CH2:22]1)[CH2:3][O:4][C:5]1[C:13]2[CH:12]=[C:11]([C:14]([N:16]([O:18][CH3:19])[CH3:17])=[O:15])[O:10][C:9]=2[CH:8]=[CH:7][CH:6]=1)(=[O:39])[CH3:38]. (9) The product is: [NH2:39][C:40]1[C:31]([Cl:30])=[CH:32][CH:33]=[CH:34][C:35]=1[C:36]([C:5]1[CH:6]=[CH:7][CH:8]=[C:3]([O:2][CH3:1])[C:4]=1[O:9][CH3:10])=[O:37]. Given the reactants [CH3:1][O:2][C:3]1[CH:8]=[CH:7][CH:6]=[CH:5][C:4]=1[O:9][CH3:10].CN(C)CCN(C)C.CCCCCC.C([Li])CCC.[Cl:30][C:31]1[C:40]2[N:39]=C(C)[O:37][C:36](=O)[C:35]=2[CH:34]=[CH:33][CH:32]=1, predict the reaction product. (10) Given the reactants [CH2:1]([O:3][C:4]([C:6]1([NH:11][C:12]([CH:14]2[CH2:18][CH:17]([O:19][C:20]3[CH:25]=[C:24]([O:26][CH3:27])[N:23]=[C:22]([C:28]4[CH:33]=[CH:32][CH:31]=[CH:30][CH:29]=4)[N:21]=3)[CH2:16][CH:15]2[C:34](=[O:43])[N:35]([CH2:37][CH2:38][CH2:39][CH2:40][CH:41]=[CH2:42])[CH3:36])=[O:13])[CH2:8][CH:7]1C=C)=[O:5])[CH3:2], predict the reaction product. The product is: [CH2:1]([O:3][C:4]([C:6]12[CH2:8][CH:7]1[CH:42]=[CH:41][CH2:40][CH2:39][CH2:38][CH2:37][N:35]([CH3:36])[C:34](=[O:43])[CH:15]1[CH:14]([CH2:18][CH:17]([O:19][C:20]3[CH:25]=[C:24]([O:26][CH3:27])[N:23]=[C:22]([C:28]4[CH:29]=[CH:30][CH:31]=[CH:32][CH:33]=4)[N:21]=3)[CH2:16]1)[C:12](=[O:13])[NH:11]2)=[O:5])[CH3:2].